This data is from Reaction yield outcomes from USPTO patents with 853,638 reactions. The task is: Predict the reaction yield, written as a fraction of the theoretical maximum amount of product (1.0 means a 100% yield; for example, 0.34 means a 34% yield). (1) The reactants are Br[C:2]1[CH:3]=[C:4]([NH:10][C:11]2[CH:16]=[CH:15][C:14]([N:17]([CH2:19][CH2:20][N:21]([CH3:23])[CH3:22])[CH3:18])=[CH:13][N:12]=2)[C:5](=[O:9])[N:6]([CH3:8])[CH:7]=1.[CH3:24][C:25]1([CH3:41])[C:29]([CH3:31])([CH3:30])[O:28][B:27]([B:27]2[O:28][C:29]([CH3:31])([CH3:30])[C:25]([CH3:41])([CH3:24])[O:26]2)[O:26]1.C([O-])(=O)C.[K+].O1CCOCC1. The catalyst is C(OCC)(=O)C.O. The product is [CH3:22][N:21]([CH3:23])[CH2:20][CH2:19][N:17]([CH3:18])[C:14]1[CH:15]=[CH:16][C:11]([NH:10][C:4]2[C:5](=[O:9])[N:6]([CH3:8])[CH:7]=[C:2]([B:27]3[O:28][C:29]([CH3:31])([CH3:30])[C:25]([CH3:41])([CH3:24])[O:26]3)[CH:3]=2)=[N:12][CH:13]=1. The yield is 1.00. (2) The reactants are Br[C:2]1[CH:15]=[CH:14][C:5]([O:6][C:7]2[CH:12]=[CH:11][N:10]=[C:9]([CH3:13])[CH:8]=2)=[CH:4][CH:3]=1.[B:16]1([B:16]2[O:20][C:19]([CH3:22])([CH3:21])[C:18]([CH3:24])([CH3:23])[O:17]2)[O:20][C:19]([CH3:22])([CH3:21])[C:18]([CH3:24])([CH3:23])[O:17]1.CC([O-])=O.[K+].C(Cl)Cl. The catalyst is CS(C)=O.O.C1C=CC(P([C]2[CH][CH][CH][CH]2)C2C=CC=CC=2)=CC=1.C1C=CC(P([C]2[CH][CH][CH][CH]2)C2C=CC=CC=2)=CC=1.Cl[Pd]Cl.[Fe]. The product is [CH3:23][C:18]1([CH3:24])[C:19]([CH3:22])([CH3:21])[O:20][B:16]([C:2]2[CH:15]=[CH:14][C:5]([O:6][C:7]3[CH:12]=[CH:11][N:10]=[C:9]([CH3:13])[CH:8]=3)=[CH:4][CH:3]=2)[O:17]1. The yield is 1.00. (3) The reactants are [O:1]1[CH2:5][CH2:4][CH:3]([CH2:6][OH:7])[CH2:2]1.C(N(CC)CC)C.[CH3:15][S:16](Cl)(=[O:18])=[O:17].C([O-])(O)=O.[Na+]. The yield is 0.990. The product is [CH3:15][S:16]([O:7][CH2:6][CH:3]1[CH2:4][CH2:5][O:1][CH2:2]1)(=[O:18])=[O:17]. The catalyst is ClCCl. (4) The reactants are [OH-].[Na+].[CH3:3][N:4]([CH2:14][C:15]1[S:19][CH:18]=[C:17]([C:20]2[CH:25]=[CH:24][C:23]([CH:26]=[CH:27][C:28]([O:30]CC)=[O:29])=[CH:22][CH:21]=2)[CH:16]=1)[C:5](=[O:13])[CH2:6][CH2:7][CH2:8][CH2:9][CH2:10][CH2:11][CH3:12].O1CCCC1.CO.O. The catalyst is C(O)(=O)C. The product is [CH3:3][N:4]([CH2:14][C:15]1[S:19][CH:18]=[C:17]([C:20]2[CH:21]=[CH:22][C:23]([CH:26]=[CH:27][C:28]([OH:30])=[O:29])=[CH:24][CH:25]=2)[CH:16]=1)[C:5](=[O:13])[CH2:6][CH2:7][CH2:8][CH2:9][CH2:10][CH2:11][CH3:12]. The yield is 0.350. (5) The reactants are C[Si]([N-][Si](C)(C)C)(C)C.[Li+].[C:11]1([CH:17]([CH3:21])[C:18]([OH:20])=[O:19])[CH:16]=[CH:15][CH:14]=[CH:13][CH:12]=1.Br[CH2:23][CH2:24][C:25]([CH3:28])([CH3:27])[CH3:26]. The catalyst is O1CCCC1. The product is [CH3:21][C:17]([C:11]1[CH:16]=[CH:15][CH:14]=[CH:13][CH:12]=1)([CH2:23][CH2:24][C:25]([CH3:28])([CH3:27])[CH3:26])[C:18]([OH:20])=[O:19]. The yield is 0.960. (6) The catalyst is C(OCC)(=O)C. The yield is 0.925. The reactants are C(O)(=O)[C@@H](C1C=CC=CC=1)O.[NH2:12][C@H:13]1[C:19]2[CH:20]=[CH:21][CH2:22][CH2:23][C:18]=2[CH2:17][CH2:16][N:15]([CH3:24])[C:14]1=[O:25].[ClH:26]. The product is [ClH:26].[NH2:12][C@H:13]1[C:19]2[CH:20]=[CH:21][CH2:22][CH2:23][C:18]=2[CH2:17][CH2:16][N:15]([CH3:24])[C:14]1=[O:25]. (7) The reactants are [C:1]([O:5][C:6](=[O:8])[CH3:7])([CH3:4])([CH3:3])[CH3:2].[CH2:9]([C:11]([C:29]1[S:33][C:32]([S:34]([NH2:37])(=[O:36])=[O:35])=[C:31]([CH3:38])[CH:30]=1)([C:14]1[CH:19]=[CH:18][C:17]([O:20][CH2:21][CH:22]([OH:27])[C:23]([CH3:26])([CH3:25])[CH3:24])=[C:16]([CH3:28])[CH:15]=1)[CH2:12][CH3:13])[CH3:10].[Cr](O[Cr]([O-])(=O)=O)([O-])(=O)=O.[NH+]1C=CC=CC=1.[NH+]1C=CC=CC=1.CC(OC(C)=O)=O. The catalyst is ClCCl. The product is [C:1]([O:5][C:6](=[O:8])[CH3:7])([CH3:4])([CH3:3])[CH3:2].[CH3:26][C:23]([CH3:24])([CH3:25])[C:22](=[O:27])[CH2:21][O:20][C:17]1[CH:18]=[CH:19][C:14]([C:11]([C:29]2[S:33][C:32]([S:34]([NH2:37])(=[O:36])=[O:35])=[C:31]([CH3:38])[CH:30]=2)([CH2:9][CH3:10])[CH2:12][CH3:13])=[CH:15][C:16]=1[CH3:28]. The yield is 0.920.